This data is from Forward reaction prediction with 1.9M reactions from USPTO patents (1976-2016). The task is: Predict the product of the given reaction. Given the reactants F[C:2]1[CH:20]=[C:19]([C:21]([F:24])([F:23])[F:22])[CH:18]=[C:17]([C:25]([F:28])([F:27])[F:26])[C:3]=1[C:4]([NH:6][C:7]1[CH:8]=[CH:9][C:10]([C:13]([O:15]C)=[O:14])=[N:11][CH:12]=1)=[O:5].[CH3:29][O:30][C:31]1[CH:36]=[C:35]([O:37][CH3:38])[CH:34]=[CH:33][C:32]=1[OH:39].C([O-])([O-])=O.[K+].[K+].[OH-].[Na+], predict the reaction product. The product is: [CH3:29][O:30][C:31]1[CH:36]=[C:35]([O:37][CH3:38])[CH:34]=[CH:33][C:32]=1[O:39][C:2]1[CH:20]=[C:19]([C:21]([F:24])([F:23])[F:22])[CH:18]=[C:17]([C:25]([F:27])([F:26])[F:28])[C:3]=1[C:4]([NH:6][C:7]1[CH:8]=[CH:9][C:10]([C:13]([OH:15])=[O:14])=[N:11][CH:12]=1)=[O:5].